From a dataset of Forward reaction prediction with 1.9M reactions from USPTO patents (1976-2016). Predict the product of the given reaction. (1) Given the reactants CC([CH:5]1[C:13]2[C:8](=[CH:9][CH:10]=[CH:11][CH:12]=2)[CH2:7][CH:6]1[N:14]([CH2:18][C:19]1[CH:24]=[CH:23][C:22](Br)=[CH:21][CH:20]=1)[C:15](=[O:17])[O-:16])(C)C.[CH:26]([C:28]1[CH:29]=[C:30](B(O)O)[CH:31]=[CH:32][CH:33]=1)=[O:27], predict the reaction product. The product is: [CH2:7]1[C:8]2[C:9](=[CH:10][CH:11]=[CH:12][CH:13]=2)[CH2:5][CH:6]1[N:14]([CH2:18][C:19]1[CH:24]=[CH:23][C:22]([C:32]2[CH:31]=[CH:30][CH:29]=[C:28]([CH:26]=[O:27])[CH:33]=2)=[CH:21][CH:20]=1)[C:15](=[O:17])[O:16][C:8]([CH3:13])([CH3:9])[CH3:7]. (2) Given the reactants [F:1][C:2]([F:7])([F:6])[C:3]([OH:5])=[O:4].FC(F)(F)C(O)=O.[Cl:15][C:16]1[CH:17]=[N:18][C:19]2[NH:20][C:21]3[CH:22]=[CH:23][CH:24]=[C:25]([CH:47]=3)[CH2:26][CH2:27][C:28]3[CH:36]=[C:32]([NH:33][C:34]=1[N:35]=2)[CH:31]=[CH:30][C:29]=3[NH:37][C:38](=[O:46])[CH2:39][C@@H:40]1[CH2:45][CH2:44][CH2:43][NH:42][CH2:41]1.[C:48](Cl)(=[O:55])[C:49]1[CH:54]=[CH:53][CH:52]=[CH:51][CH:50]=1, predict the reaction product. The product is: [F:1][C:2]([F:7])([F:6])[C:3]([OH:5])=[O:4].[C:48]([N:42]1[CH2:43][CH2:44][CH2:45][C@@H:40]([CH2:39][C:38]([NH:37][C:29]2[CH:30]=[CH:31][C:32]3[NH:33][C:34]4[N:35]=[C:19]([NH:20][C:21]5[CH:22]=[CH:23][CH:24]=[C:25]([CH:47]=5)[CH2:26][CH2:27][C:28]=2[CH:36]=3)[N:18]=[CH:17][C:16]=4[Cl:15])=[O:46])[CH2:41]1)(=[O:55])[C:49]1[CH:54]=[CH:53][CH:52]=[CH:51][CH:50]=1. (3) The product is: [OH:5][CH:6]([C:12]1[C:21]([CH3:22])=[CH:20][C:19]2[C:14](=[CH:15][CH:16]=[CH:17][CH:18]=2)[C:13]=1[O:23][S:24]([C:27]([F:30])([F:28])[F:29])(=[O:25])=[O:26])[C:7]([O:9][CH2:10][CH3:11])=[O:8]. Given the reactants C([O:5][CH:6]([C:12]1[C:21]([CH3:22])=[CH:20][C:19]2[C:14](=[CH:15][CH:16]=[CH:17][CH:18]=2)[C:13]=1[O:23][S:24]([C:27]([F:30])([F:29])[F:28])(=[O:26])=[O:25])[C:7]([O:9][CH2:10][CH3:11])=[O:8])(C)(C)C.C(O)(C(F)(F)F)=O, predict the reaction product. (4) Given the reactants [Cl:1][CH2:2][C:3]([NH:5][C:6]1[CH:11]=[CH:10][CH:9]=[CH:8][N:7]=1)=[O:4].[S:12]1[CH:16]=[C:15]([CH:17]([NH:29][C:30]2[CH:35]=[CH:34][CH:33]=[CH:32][CH:31]=2)[C:18]([O:20][C@@H:21]2[CH:26]3[CH2:27][CH2:28][N:23]([CH2:24][CH2:25]3)[CH2:22]2)=[O:19])[C:14]2[CH:36]=[CH:37][CH:38]=[CH:39][C:13]1=2, predict the reaction product. The product is: [Cl-:1].[S:12]1[CH:16]=[C:15]([CH:17]([NH:29][C:30]2[CH:35]=[CH:34][CH:33]=[CH:32][CH:31]=2)[C:18]([O:20][C@@H:21]2[CH:26]3[CH2:27][CH2:28][N+:23]([CH2:2][C:3](=[O:4])[NH:5][C:6]4[CH:11]=[CH:10][CH:9]=[CH:8][N:7]=4)([CH2:24][CH2:25]3)[CH2:22]2)=[O:19])[C:14]2[CH:36]=[CH:37][CH:38]=[CH:39][C:13]1=2. (5) Given the reactants C([O-])(=O)C.[K+].[B:15]1([B:15]2[O:19][C:18]([CH3:21])([CH3:20])[C:17]([CH3:23])([CH3:22])[O:16]2)[O:19][C:18]([CH3:21])([CH3:20])[C:17]([CH3:23])([CH3:22])[O:16]1.O1CCOCC1.[CH2:30]([C:32]([C:50]1[CH:55]=[CH:54][C:53](OS(C(F)(F)F)(=O)=O)=[C:52]([CH3:64])[CH:51]=1)([C:35]1[CH:40]=[CH:39][C:38]([CH:41]=[CH:42][C:43]([CH2:47][CH3:48])([OH:46])[CH2:44][CH3:45])=[C:37]([CH3:49])[CH:36]=1)[CH2:33][CH3:34])[CH3:31], predict the reaction product. The product is: [CH2:44]([C:43]([OH:46])([CH2:47][CH3:48])/[CH:42]=[CH:41]/[C:38]1[CH:39]=[CH:40][C:35]([C:32]([CH2:33][CH3:34])([C:50]2[CH:55]=[CH:54][C:53]([B:15]3[O:16][C:17]([CH3:22])([CH3:23])[C:18]([CH3:20])([CH3:21])[O:19]3)=[C:52]([CH3:64])[CH:51]=2)[CH2:30][CH3:31])=[CH:36][C:37]=1[CH3:49])[CH3:45].